From a dataset of Peptide-MHC class I binding affinity with 185,985 pairs from IEDB/IMGT. Regression. Given a peptide amino acid sequence and an MHC pseudo amino acid sequence, predict their binding affinity value. This is MHC class I binding data. (1) The binding affinity (normalized) is 0.0847. The peptide sequence is VPWQEKTAS. The MHC is HLA-B40:01 with pseudo-sequence HLA-B40:01. (2) The peptide sequence is DEWECTRDD. The MHC is HLA-A02:03 with pseudo-sequence HLA-A02:03. The binding affinity (normalized) is 0.0847. (3) The peptide sequence is SLTDRELLL. The MHC is HLA-A68:02 with pseudo-sequence HLA-A68:02. The binding affinity (normalized) is 0.0847. (4) The peptide sequence is MKWGMEMRR. The MHC is HLA-B46:01 with pseudo-sequence HLA-B46:01. The binding affinity (normalized) is 0.0847. (5) The peptide sequence is FLRDNRAVL. The MHC is HLA-B15:09 with pseudo-sequence HLA-B15:09. The binding affinity (normalized) is 0.0847. (6) The peptide sequence is TPALATRGF. The MHC is HLA-A69:01 with pseudo-sequence HLA-A69:01. The binding affinity (normalized) is 0.0847. (7) The peptide sequence is KARNIISPV. The MHC is HLA-A26:01 with pseudo-sequence HLA-A26:01. The binding affinity (normalized) is 0.0847.